From a dataset of Experimentally validated miRNA-target interactions with 360,000+ pairs, plus equal number of negative samples. Binary Classification. Given a miRNA mature sequence and a target amino acid sequence, predict their likelihood of interaction. (1) The miRNA is hsa-miR-194-3p with sequence CCAGUGGGGCUGCUGUUAUCUG. The protein sequence of the target gene is MLGFLSRGPSMKLCMGLACVLSLWNTVSGIKGEAKKEKGMTFLPTTVSGLREEERKEKGVAFLATTELPARSIDLSALNLTELVNGMLSRALKDSKKFFSLLSVTSYSSFAFHKFSVAVYNISNLKTVDPAKFPTRYCYCLNNRTNDLSDFTALLVDIIGNSTSYLTEIFKSTSILSVNQSNESDCIFICVMTGKSGRNLSDFWEIEEKYPIINYTFTSGLSGVLGAATRGTARTSKPTTKSQKTLPSTSPGHWTQSTPWASALRSSPWTETAAPSETEETLNTGRPPELPARATATWFS.... Result: 0 (no interaction). (2) The miRNA is mmu-miR-200b-5p with sequence CAUCUUACUGGGCAGCAUUGGA. The protein sequence of the target gene is MPRKKPFSVKQKKKQLQDKRERKRGLQDGLRSSSNSRSGSRERREEQTDTSDGESVTHHIRRLNQQPSQGLGPRGYDPNRYRLHFERDSREEVERRKRAAREQVLQPVSAEVLELDIREVYQPGSVLDFPRRPPWSYEMSKEQLMSQEERSFQEYLGKIHGAYTSEKLSYFEHNLETWRQLWRVLEMSDIVLLITDIRHPVVNFPPALYEYVTGELGLALVLVLNKVDLAPPALVVAWKHYFHQCYPQLHIVLFTSFPRDTRTPQEPGGVLKKNRRRGKGWTRALGPEQLLRACEAITVG.... Result: 0 (no interaction). (3) The miRNA is cel-miR-250-3p with sequence AAUCACAGUCAACUGUUGGC. The protein sequence of the target gene is MSSCASLGGPVPLPPPGPSAALTSGAPARALHVELPSQQRRLRHLRNIAARNIVNRNGHQLLDTYFTLHLCDNEKIFKEFYRSEVIKNSLNPTWRSLDFGIMPDRLDTSVSCFVVKIWGGKEEAFQLLIEWKVYLDGLKYLGQQIHARNQNEIIFGLNDGYYGAPCEHKGHPNAQKNLLQVDQNCVRNSYDVFSLLRLHRAQCAIKQTQVTVQRLGKEIEEKLRLTSTSNELKKESECLRLKILVLRNELERQKKALGREVAFLHKQQMALQDKGSAFSTEHGKLQLQKDSLSELRKECT.... Result: 0 (no interaction).